From a dataset of HIV replication inhibition screening data with 41,000+ compounds from the AIDS Antiviral Screen. Binary Classification. Given a drug SMILES string, predict its activity (active/inactive) in a high-throughput screening assay against a specified biological target. (1) The compound is CC(=O)C(=CNc1c(C)n(C)n(-c2ccccc2)c1=O)C(C)=O. The result is 0 (inactive). (2) The drug is NCCSSc1ccccc1[N+](=O)[O-]. The result is 0 (inactive). (3) The compound is CC1Oc2c(c(O)cc3oc(=O)cc(-c4ccccc4)c23)C(=O)C1C. The result is 0 (inactive). (4) The molecule is CCCCNc1cc2oc(=O)cc(C)c2cc1N. The result is 0 (inactive). (5) The molecule is CN(C)CCCCN1CCc2c(n(C)c3ccccc23)C1=O. The result is 0 (inactive). (6) The compound is CC(=O)Nc1ccc(C=Cc2ccc(N=C=S)cc2S(=O)(=O)O)c(S(=O)(=O)O)c1. The result is 0 (inactive). (7) The compound is CCOc1cccc2sc(=N)[nH]c12. The result is 0 (inactive).